This data is from NCI-60 drug combinations with 297,098 pairs across 59 cell lines. The task is: Regression. Given two drug SMILES strings and cell line genomic features, predict the synergy score measuring deviation from expected non-interaction effect. (1) Drug 1: CC1=C(C=C(C=C1)NC2=NC=CC(=N2)N(C)C3=CC4=NN(C(=C4C=C3)C)C)S(=O)(=O)N.Cl. Drug 2: C1=CC(=CC=C1C#N)C(C2=CC=C(C=C2)C#N)N3C=NC=N3. Cell line: OVCAR-5. Synergy scores: CSS=1.84, Synergy_ZIP=2.04, Synergy_Bliss=1.36, Synergy_Loewe=-0.169, Synergy_HSA=-0.856. (2) Drug 1: CN1CCC(CC1)COC2=C(C=C3C(=C2)N=CN=C3NC4=C(C=C(C=C4)Br)F)OC. Drug 2: CC1=C(C(CCC1)(C)C)C=CC(=CC=CC(=CC(=O)O)C)C. Cell line: A498. Synergy scores: CSS=18.2, Synergy_ZIP=-1.48, Synergy_Bliss=1.96, Synergy_Loewe=3.13, Synergy_HSA=4.53.